This data is from Reaction yield outcomes from USPTO patents with 853,638 reactions. The task is: Predict the reaction yield, written as a fraction of the theoretical maximum amount of product (1.0 means a 100% yield; for example, 0.34 means a 34% yield). (1) The reactants are [CH2:1]([O:3][C:4]([CH2:6][C:7](=O)[CH2:8][S:9][C:10]1[CH:19]=[CH:18][CH:17]=[CH:16][C:11]=1[C:12]([O:14][CH3:15])=[O:13])=[O:5])[CH3:2]. The catalyst is O. The product is [CH2:1]([O:3][C:4]([CH2:6][C:7]1[C:19]2[CH:18]=[CH:17][CH:16]=[C:11]([C:12]([O:14][CH3:15])=[O:13])[C:10]=2[S:9][CH:8]=1)=[O:5])[CH3:2]. The yield is 0.370. (2) The reactants are [C:1]([C:4]1[CH:13]=[N:12][C:11]2[N:10]([CH2:14][C:15]3[CH:20]=[CH:19][C:18]([O:21][CH3:22])=[CH:17][CH:16]=3)[C:9](=[O:23])[N:8]3[N:24]=[CH:25][N:26]=[C:7]3[C:6]=2[CH:5]=1)(=[O:3])C.O1CCCC1.C[Si](C)(C)[C:34]([F:37])([F:36])[F:35].[F-].C([N+](CCCC)(CCCC)CCCC)CCC. The catalyst is C(=O)(O)[O-].[Na+]. The product is [CH3:22][O:21][C:18]1[CH:17]=[CH:16][C:15]([CH2:14][N:10]2[C:11]3[N:12]=[CH:13][C:4]([CH:1]([OH:3])[C:34]([F:37])([F:36])[F:35])=[CH:5][C:6]=3[C:7]3=[N:26][CH:25]=[N:24][N:8]3[C:9]2=[O:23])=[CH:20][CH:19]=1. The yield is 0.480. (3) The reactants are [CH3:1][C:2]1[N:6]([CH:7]2[CH2:12][CH2:11][O:10][CH2:9][CH2:8]2)[C:5]2[CH:13]=[CH:14][C:15]([C:17]([OH:19])=O)=[CH:16][C:4]=2[N:3]=1.[NH2:20][C:21]1[CH:26]=[CH:25][C:24]([CH3:27])=[CH:23][C:22]=1O.CCN=C=NCCCN(C)C.O.C1(C)C=CC(S(O)(=O)=O)=CC=1. The catalyst is C1(C)C=CC=CC=1.O.CN(C=O)C. The product is [CH3:27][C:24]1[CH:25]=[CH:26][C:21]2[N:20]=[C:17]([C:15]3[CH:14]=[CH:13][C:5]4[N:6]([CH:7]5[CH2:8][CH2:9][O:10][CH2:11][CH2:12]5)[C:2]([CH3:1])=[N:3][C:4]=4[CH:16]=3)[O:19][C:22]=2[CH:23]=1. The yield is 0.0480.